Dataset: Full USPTO retrosynthesis dataset with 1.9M reactions from patents (1976-2016). Task: Predict the reactants needed to synthesize the given product. (1) Given the product [Cl:40][C:41]1[CH:42]=[C:43]([NH:47][NH:48][C:15](=[O:17])[CH2:14][S:13][C:3]2[N:2]([CH3:1])[C:6]([C:7]3[CH:8]=[N:9][CH:10]=[CH:11][CH:12]=3)=[N:5][N:4]=2)[CH:44]=[CH:45][CH:46]=1, predict the reactants needed to synthesize it. The reactants are: [CH3:1][N:2]1[C:6]([C:7]2[CH:8]=[N:9][CH:10]=[CH:11][CH:12]=2)=[N:5][N:4]=[C:3]1[S:13][CH2:14][C:15]([OH:17])=O.C1C=CC2N(O)N=NC=2C=1.CCN=C=NCCCN(C)C.Cl.[Cl:40][C:41]1[CH:42]=[C:43]([NH:47][NH2:48])[CH:44]=[CH:45][CH:46]=1. (2) Given the product [C:17]([C:14]1[CH:13]=[CH:12][C:11]([C:9]2[O:10][C:6]([C:4]([OH:5])=[O:3])=[CH:7][N:8]=2)=[CH:16][CH:15]=1)#[N:18], predict the reactants needed to synthesize it. The reactants are: C([O:3][C:4]([C:6]1[O:10][C:9]([C:11]2[CH:16]=[CH:15][C:14]([C:17]#[N:18])=[CH:13][CH:12]=2)=[N:8][CH:7]=1)=[O:5])C.[OH-].[Na+]. (3) Given the product [O:19]1[C:15]2[CH:14]=[CH:13][CH:32]=[CH:31][C:16]=2[C:17]([C:27]([NH2:29])=[O:28])=[CH:18]1, predict the reactants needed to synthesize it. The reactants are: BrC1C=CC(N([C:13]2[C:32](C3CC3)=[CH:31][C:16]3[C:17]([C:27]([NH:29]C)=[O:28])=[C:18](C4C=CC(F)=CC=4)[O:19][C:15]=3[CH:14]=2)S(C)(=O)=O)=CC=1.C([O-])(=O)C.[K+].B1(B2OC(C)(C)C(C)(C)O2)OC(C)(C)C(C)(C)O1.